Dataset: Forward reaction prediction with 1.9M reactions from USPTO patents (1976-2016). Task: Predict the product of the given reaction. (1) Given the reactants [CH2:1]([N:3]([CH2:8][CH3:9])[CH2:4][CH2:5][NH:6][CH3:7])[CH3:2].[C:10]([C:12]1[C:20]2[C:15](=[CH:16][CH:17]=[C:18]([CH2:21][CH2:22][NH:23][C:24](=[O:38])[C:25]3[CH:30]=[CH:29][C:28]([C:31]4[CH:36]=[CH:35][N:34]=[C:33](Cl)[N:32]=4)=[CH:27][CH:26]=3)[CH:19]=2)[NH:14][CH:13]=1)#[N:11], predict the reaction product. The product is: [C:10]([C:12]1[C:20]2[C:15](=[CH:16][CH:17]=[C:18]([CH2:21][CH2:22][NH:23][C:24](=[O:38])[C:25]3[CH:30]=[CH:29][C:28]([C:31]4[CH:36]=[CH:35][N:34]=[C:33]([N:6]([CH2:5][CH2:4][N:3]([CH2:8][CH3:9])[CH2:1][CH3:2])[CH3:7])[N:32]=4)=[CH:27][CH:26]=3)[CH:19]=2)[NH:14][CH:13]=1)#[N:11]. (2) Given the reactants [NH:1]1[C:9]2[C:4](=[CH:5][C:6]([NH:10][C:11]3[C:20]4[C:15](=[CH:16][CH:17]=[CH:18][CH:19]=4)[N:14]=[C:13]([C:21]4[CH:22]=[C:23]([CH:29]=[CH:30][CH:31]=4)[O:24][CH2:25][C:26](O)=[O:27])[N:12]=3)=[CH:7][CH:8]=2)[CH:3]=[N:2]1.C1CN([P+](ON2N=NC3C=CC=CC2=3)(N2CCCC2)N2CCCC2)CC1.F[P-](F)(F)(F)(F)F.C[CH2:66][N:67](C(C)C)[CH:68]([CH3:70])[CH3:69].CNC(C)C, predict the reaction product. The product is: [NH:1]1[C:9]2[C:4](=[CH:5][C:6]([NH:10][C:11]3[C:16]4[C:15](=[CH:20][CH:19]=[CH:18][CH:17]=4)[N:14]=[C:13]([C:21]4[CH:22]=[C:23]([CH:29]=[CH:30][CH:31]=4)[O:24][CH2:25][C:26]([N:67]([CH:68]([CH3:70])[CH3:69])[CH3:66])=[O:27])[N:12]=3)=[CH:7][CH:8]=2)[CH:3]=[N:2]1. (3) Given the reactants [C:1]1(=[O:8])NCCC[CH2:3][CH2:2]1.[C:9]1(=[O:14])[O:13][CH2:12][CH2:11][CH2:10]1.[OH:15][CH2:16][CH:17]([CH2:19][OH:20])[OH:18], predict the reaction product. The product is: [C:9]([O:13][CH:12]=[CH2:11])(=[O:14])[CH3:10].[C:1]([O:20][CH2:19][CH:17]1[O:18][CH2:16]1)(=[O:8])[C:2]([CH3:9])=[CH2:3].[CH3:9][O:13][CH:12]=[CH2:11].[CH:11]1[C:12](=[O:15])[O:13][C:9](=[O:14])[CH:10]=1.